This data is from Full USPTO retrosynthesis dataset with 1.9M reactions from patents (1976-2016). The task is: Predict the reactants needed to synthesize the given product. Given the product [CH2:20]([C:19]([C:16]1[CH:17]=[CH:18][C:13]([C:10]2[CH:11]=[CH:12][C:7]([CH2:6][C:5]([OH:41])=[O:4])=[CH:8][CH:9]=2)=[C:14]([CH3:40])[CH:15]=1)([C:22]1[CH:27]=[CH:26][C:25]([C:28]#[C:29][C:30]2([OH:36])[CH2:31][CH2:32][O:33][CH2:34][CH2:35]2)=[C:24]([CH3:37])[CH:23]=1)[CH2:38][CH3:39])[CH3:21], predict the reactants needed to synthesize it. The reactants are: [OH-].[Na+].C[O:4][C:5](=[O:41])[CH2:6][C:7]1[CH:12]=[CH:11][C:10]([C:13]2[CH:18]=[CH:17][C:16]([C:19]([CH2:38][CH3:39])([C:22]3[CH:27]=[CH:26][C:25]([C:28]#[C:29][C:30]4([OH:36])[CH2:35][CH2:34][O:33][CH2:32][CH2:31]4)=[C:24]([CH3:37])[CH:23]=3)[CH2:20][CH3:21])=[CH:15][C:14]=2[CH3:40])=[CH:9][CH:8]=1.